This data is from Reaction yield outcomes from USPTO patents with 853,638 reactions. The task is: Predict the reaction yield, written as a fraction of the theoretical maximum amount of product (1.0 means a 100% yield; for example, 0.34 means a 34% yield). (1) The product is [CH2:9]([O:8][CH2:7][CH:6]([O:5][C:25]1[C:18]([Br:17])=[C:19]([CH:22]=[CH:23][CH:24]=1)[CH:20]=[O:21])[CH3:16])[C:10]1[CH:15]=[CH:14][CH:13]=[CH:12][CH:11]=1. The yield is 0.780. The catalyst is CN(C)C=O. The reactants are CS([O:5][CH:6]([CH3:16])[CH2:7][O:8][CH2:9][C:10]1[CH:15]=[CH:14][CH:13]=[CH:12][CH:11]=1)(=O)=O.[Br:17][C:18]1[C:25](O)=[CH:24][CH:23]=[CH:22][C:19]=1[CH:20]=[O:21].C([O-])([O-])=O.[K+].[K+]. (2) The reactants are [NH2:1][C:2]1[O:6][N:5]=[C:4]([CH3:7])[C:3]=1[Cl:8].[C:9]1([C:19]2[CH:24]=[CH:23][CH:22]=[CH:21][CH:20]=2)[C:10]([S:15](Cl)(=[O:17])=[O:16])=[CH:11][CH:12]=[CH:13][CH:14]=1. No catalyst specified. The product is [Cl:8][C:3]1[C:4]([CH3:7])=[N:5][O:6][C:2]=1[NH:1][S:15]([C:10]1[C:9]([C:19]2[CH:20]=[CH:21][CH:22]=[CH:23][CH:24]=2)=[CH:14][CH:13]=[CH:12][CH:11]=1)(=[O:17])=[O:16]. The yield is 0.740. (3) The reactants are Cl[C:2]1[C:3]2[CH:17]=[CH:16][C:15](=[O:18])[N:14]([C:19]3[CH:24]=[CH:23][C:22]([C:25]([F:28])([F:27])[F:26])=[CH:21][CH:20]=3)[C:4]=2[N:5]=[C:6]([NH:8][CH:9]([CH2:12][OH:13])[CH2:10][OH:11])[N:7]=1.[CH3:29][S:30][C:31]1[CH:36]=[CH:35][CH:34]=[CH:33][C:32]=1B(O)O.C([O-])([O-])=O.[K+].[K+]. The catalyst is O1CCOCC1.O.C1C=CC([P]([Pd]([P](C2C=CC=CC=2)(C2C=CC=CC=2)C2C=CC=CC=2)([P](C2C=CC=CC=2)(C2C=CC=CC=2)C2C=CC=CC=2)[P](C2C=CC=CC=2)(C2C=CC=CC=2)C2C=CC=CC=2)(C2C=CC=CC=2)C2C=CC=CC=2)=CC=1. The product is [CH3:29][S:30][C:31]1[CH:36]=[CH:35][CH:34]=[CH:33][C:32]=1[C:2]1[C:3]2[CH:17]=[CH:16][C:15](=[O:18])[N:14]([C:19]3[CH:20]=[CH:21][C:22]([C:25]([F:27])([F:26])[F:28])=[CH:23][CH:24]=3)[C:4]=2[N:5]=[C:6]([NH:8][CH:9]([CH2:12][OH:13])[CH2:10][OH:11])[N:7]=1. The yield is 0.880. (4) The product is [OH:4][C@@H:3]([CH3:5])[C@@H:2]([NH:1][C:47]([O:46][CH2:45][CH2:44][O:43][CH2:35][CH2:36][C:37]1[CH:38]=[CH:39][CH:40]=[CH:41][CH:42]=1)=[O:48])[C:6]([OH:8])=[O:7]. The reactants are [NH2:1][C@@H:2]([C:6]([OH:8])=[O:7])[C@H:3]([CH3:5])[OH:4].C([O-])(O)=O.[Na+].C(=O)([O-])OC1C(CCOCCC2C=CC=CC=2)=CC=CN=1.[CH2:35]([O:43][CH2:44][CH2:45][O:46][C:47](N1C=CC=CC1=O)=[O:48])[CH2:36][C:37]1[CH:42]=[CH:41][CH:40]=[CH:39][CH:38]=1. The catalyst is O.C1COCC1. The yield is 0.940. (5) The reactants are Br[C:2]1[CH:7]=[C:6]([Cl:8])[CH:5]=[CH:4][C:3]=1[C:9](=[O:11])[CH3:10].C(N(CCCC)CCCC)CCC.[C:25]([O:29][C:30]([CH3:33])([CH3:32])[CH3:31])(=[O:28])[CH:26]=[CH2:27]. The catalyst is CN(C=O)C.[Pd].C([O-])(=O)C.[Pd+2].C([O-])(=O)C. The product is [C:9]([C:3]1[CH:4]=[CH:5][C:6]([Cl:8])=[CH:7][C:2]=1/[CH:27]=[CH:26]/[C:25]([O:29][C:30]([CH3:33])([CH3:32])[CH3:31])=[O:28])(=[O:11])[CH3:10]. The yield is 0.630. (6) The reactants are [OH:1][CH2:2][CH2:3][O:4][CH:5]1[CH2:10][CH2:9][CH:8]([N:11]2[C:16](=[O:17])[C:15]([CH2:18][C:19]3[CH:24]=[CH:23][C:22]([C:25]4[C:26]([C:31]#[N:32])=[CH:27][CH:28]=[CH:29][CH:30]=4)=[CH:21][CH:20]=3)=[C:14]([CH2:33][CH2:34][CH3:35])[N:13]3[N:36]=[CH:37][N:38]=[C:12]23)[CH2:7][CH2:6]1.[H-].[Na+].[CH3:41]N(C)C=O.CI. The catalyst is C(OCC)(=O)C. The product is [CH3:41][O:1][CH2:2][CH2:3][O:4][CH:5]1[CH2:10][CH2:9][CH:8]([N:11]2[C:16](=[O:17])[C:15]([CH2:18][C:19]3[CH:24]=[CH:23][C:22]([C:25]4[C:26]([C:31]#[N:32])=[CH:27][CH:28]=[CH:29][CH:30]=4)=[CH:21][CH:20]=3)=[C:14]([CH2:33][CH2:34][CH3:35])[N:13]3[N:36]=[CH:37][N:38]=[C:12]23)[CH2:7][CH2:6]1. The yield is 0.380.